Dataset: Full USPTO retrosynthesis dataset with 1.9M reactions from patents (1976-2016). Task: Predict the reactants needed to synthesize the given product. (1) Given the product [CH2:1]([N:8]1[CH2:12][CH2:11][CH:10]([CH2:13][N:14]2[C:26]3[C:25]4[CH:24]=[CH:23][CH:22]=[CH:21][C:20]=4[N:19]=[C:18]([NH2:32])[C:17]=3[N:16]=[C:15]2[CH2:28][O:29][CH2:30][CH3:31])[O:9]1)[C:2]1[CH:7]=[CH:6][CH:5]=[CH:4][CH:3]=1, predict the reactants needed to synthesize it. The reactants are: [CH2:1]([N:8]1[CH2:12][CH2:11][CH:10]([CH2:13][N:14]2[C:26]3[C:25]4[CH:24]=[CH:23][CH:22]=[CH:21][C:20]=4[N:19]=[C:18](Cl)[C:17]=3[N:16]=[C:15]2[CH2:28][O:29][CH2:30][CH3:31])[O:9]1)[C:2]1[CH:7]=[CH:6][CH:5]=[CH:4][CH:3]=1.[NH3:32]. (2) The reactants are: [ClH:1].[CH3:2][O:3][C:4]1[CH:9]=[CH:8][CH:7]=[CH:6][C:5]=1[N:10]1[CH2:15][CH2:14][N:13](C(OC(C)(C)C)=O)[CH2:12][CH2:11]1. Given the product [ClH:1].[CH3:2][O:3][C:4]1[CH:9]=[CH:8][CH:7]=[CH:6][C:5]=1[N:10]1[CH2:15][CH2:14][NH:13][CH2:12][CH2:11]1, predict the reactants needed to synthesize it.